Dataset: Full USPTO retrosynthesis dataset with 1.9M reactions from patents (1976-2016). Task: Predict the reactants needed to synthesize the given product. Given the product [F:1][C:2]1[CH:3]=[CH:4][C:5]([N:8]([CH2:9][CH2:10][C:11]2[CH:16]=[CH:15][CH:14]=[C:13]([O:17][CH3:18])[CH:12]=2)[C:34](=[O:35])[CH2:33][C:30]2[CH:31]=[CH:32][C:27]([O:26][CH2:19][C:20]3[CH:25]=[CH:24][CH:23]=[CH:22][CH:21]=3)=[CH:28][CH:29]=2)=[CH:6][CH:7]=1.[CH2:37]([Cl:42])[Cl:36], predict the reactants needed to synthesize it. The reactants are: [F:1][C:2]1[CH:7]=[CH:6][C:5]([NH:8][CH2:9][CH2:10][C:11]2[CH:16]=[CH:15][CH:14]=[C:13]([O:17][CH3:18])[CH:12]=2)=[CH:4][CH:3]=1.[CH2:19]([O:26][C:27]1[CH:32]=[CH:31][C:30]([CH2:33][C:34]([Cl:36])=[O:35])=[CH:29][CH:28]=1)[C:20]1[CH:25]=[CH:24][CH:23]=[CH:22][CH:21]=1.[C:37]([Cl:42])(=O)C(Cl)=O.